Dataset: Forward reaction prediction with 1.9M reactions from USPTO patents (1976-2016). Task: Predict the product of the given reaction. (1) Given the reactants [OH:1][C@@H:2]([CH2:10][CH3:11])[C:3]([O:5][CH2:6][CH2:7][CH2:8][CH3:9])=[O:4].N1C=CC=CC=1.[F:18][C:19]([F:32])([F:31])[S:20](O[S:20]([C:19]([F:32])([F:31])[F:18])(=[O:22])=[O:21])(=[O:22])=[O:21], predict the reaction product. The product is: [F:18][C:19]([F:32])([F:31])[S:20]([O:1][C@@H:2]([CH2:10][CH3:11])[C:3]([O:5][CH2:6][CH2:7][CH2:8][CH3:9])=[O:4])(=[O:22])=[O:21]. (2) Given the reactants Cl[C:2]1[C:3]2[N:4]([C:8]([CH:12]3[CH2:15][CH:14]([OH:16])[CH2:13]3)=[N:9][C:10]=2[I:11])[CH:5]=[CH:6][N:7]=1.[NH3:17], predict the reaction product. The product is: [NH2:17][C:2]1[C:3]2[N:4]([C:8]([CH:12]3[CH2:15][CH:14]([OH:16])[CH2:13]3)=[N:9][C:10]=2[I:11])[CH:5]=[CH:6][N:7]=1. (3) Given the reactants C([O:4][C:5]1[CH:6]=[C:7]2[C:12](=[CH:13][CH:14]=1)[N:11]=[CH:10][C:9](Br)=[CH:8]2)(=O)C.[NH:16]1[CH2:21][CH2:20][O:19][CH2:18][CH2:17]1.CC1(C)C2C(=C(P(C3C=CC=CC=3)C3C=CC=CC=3)C=CC=2)OC2C(P(C3C=CC=CC=3)C3C=CC=CC=3)=CC=CC1=2.CC([O-])(C)C.[K+], predict the reaction product. The product is: [N:16]1([C:9]2[CH:10]=[N:11][C:12]3[C:7]([CH:8]=2)=[CH:6][C:5]([OH:4])=[CH:14][CH:13]=3)[CH2:21][CH2:20][O:19][CH2:18][CH2:17]1. (4) Given the reactants [CH3:1][S:2]([O:5][CH:6]1[CH2:10][CH2:9][N:8]([C:11]2[CH:16]=[CH:15][C:14]([N+:17]([O-:19])=[O:18])=[CH:13][CH:12]=2)[CH2:7]1)(=[O:4])=[O:3].[CH3:20][N:21]1[CH:25]=[CH:24][N:23]=[CH:22]1, predict the reaction product. The product is: [CH3:1][S:2]([O-:5])(=[O:4])=[O:3].[CH3:20][N+:21]1[CH:25]=[CH:24][N:23]([CH:6]2[CH2:10][CH2:9][N:8]([C:11]3[CH:16]=[CH:15][C:14]([N+:17]([O-:19])=[O:18])=[CH:13][CH:12]=3)[CH2:7]2)[CH:22]=1. (5) Given the reactants [C:1](N1C=CN=C1)(N1C=CN=C1)=[O:2].[CH:13]([C:16]1[CH:22]=[CH:21][C:19]([NH2:20])=[CH:18][CH:17]=1)([CH3:15])[CH3:14].[N:23]1[C:28]2[S:29][CH:30]=[CH:31][C:27]=2[C:26]([N:32]2[CH2:37][CH2:36][CH:35]([OH:38])[CH2:34][CH2:33]2)=[N:25][CH:24]=1, predict the reaction product. The product is: [N:23]1[C:28]2[S:29][CH:30]=[CH:31][C:27]=2[C:26]([N:32]2[CH2:33][CH2:34][CH:35]([O:38][C:1](=[O:2])[NH:20][C:19]3[CH:21]=[CH:22][C:16]([CH:13]([CH3:15])[CH3:14])=[CH:17][CH:18]=3)[CH2:36][CH2:37]2)=[N:25][CH:24]=1. (6) Given the reactants [O:1]=[C:2]1[NH:6][N:5]=[C:4]([CH2:7][C@@H:8]2[CH2:12][CH2:11][N:10](C(OC(C)(C)C)=O)[CH2:9]2)[N:3]1[C:20]1[CH:25]=[CH:24][C:23]([C:26]2[CH:35]=[C:34]3[C:29]([CH:30]=[CH:31][CH:32]=[N:33]3)=[CH:28][CH:27]=2)=[CH:22][CH:21]=1.[ClH:36], predict the reaction product. The product is: [ClH:36].[NH:10]1[CH2:11][CH2:12][C@@H:8]([CH2:7][C:4]2[N:3]([C:20]3[CH:21]=[CH:22][C:23]([C:26]4[CH:35]=[C:34]5[C:29]([CH:30]=[CH:31][CH:32]=[N:33]5)=[CH:28][CH:27]=4)=[CH:24][CH:25]=3)[C:2](=[O:1])[NH:6][N:5]=2)[CH2:9]1. (7) Given the reactants [Cl:1][C:2]1[N:3]=[CH:4][CH:5]=[C:6]2[C:10]([I:11])=[CH:9][NH:8][C:7]=12.[H-].[Na+].[CH3:14][C:15]([O:18][C:19](O[C:19]([O:18][C:15]([CH3:17])([CH3:16])[CH3:14])=[O:20])=[O:20])([CH3:17])[CH3:16].CCOC(C)=O, predict the reaction product. The product is: [Cl:1][C:2]1[N:3]=[CH:4][CH:5]=[C:6]2[C:10]([I:11])=[CH:9][N:8]([C:19]([O:18][C:15]([CH3:17])([CH3:16])[CH3:14])=[O:20])[C:7]=12. (8) Given the reactants [O:1]1[C:5]2[CH:6]=[CH:7][CH:8]=[C:9]([C@H:10]([NH:12][C@H:13]3[CH2:17][CH2:16][C@@H:15]([C:18]4[CH:19]=[N:20][C:21](F)=[CH:22][CH:23]=4)[CH2:14]3)[CH3:11])[C:4]=2[O:3][CH2:2]1.Cl.[NH2:26][CH2:27][CH2:28][S:29]([NH2:32])(=[O:31])=[O:30], predict the reaction product. The product is: [O:1]1[C:5]2[CH:6]=[CH:7][CH:8]=[C:9]([C@H:10]([NH:12][C@H:13]3[CH2:17][CH2:16][C@@H:15]([C:18]4[CH:23]=[CH:22][C:21]([NH:26][CH2:27][CH2:28][S:29]([NH2:32])(=[O:31])=[O:30])=[N:20][CH:19]=4)[CH2:14]3)[CH3:11])[C:4]=2[O:3][CH2:2]1.